This data is from Reaction yield outcomes from USPTO patents with 853,638 reactions. The task is: Predict the reaction yield, written as a fraction of the theoretical maximum amount of product (1.0 means a 100% yield; for example, 0.34 means a 34% yield). (1) The reactants are CO[C:3](=[O:38])[CH2:4][NH:5][C:6](=[O:37])[C:7]1[CH:12]=[C:11]([Cl:13])[C:10]([O:14][C:15]2[CH:20]=[CH:19][N:18]=[CH:17][C:16]=2[C:21]([N:23]2[C:32]3[C:27](=[CH:28][CH:29]=[CH:30][CH:31]=3)[N:26]([CH:33]3[CH2:35][CH2:34]3)[CH2:25][CH2:24]2)=[O:22])=[CH:9][C:8]=1[Cl:36].[OH:39][CH2:40][CH2:41]NCCO. No catalyst specified. The product is [Cl:36][C:8]1[CH:9]=[C:10]([O:14][C:15]2[CH:20]=[CH:19][N:18]=[CH:17][C:16]=2[C:21]([N:23]2[C:32]3[C:27](=[CH:28][CH:29]=[CH:30][CH:31]=3)[N:26]([CH:33]3[CH2:34][CH2:35]3)[CH2:25][CH2:24]2)=[O:22])[C:11]([Cl:13])=[CH:12][C:7]=1[C:6]([N:5]([CH2:41][CH2:40][OH:39])[CH2:4][CH2:3][OH:38])=[O:37]. The yield is 0.710. (2) The reactants are Br[CH2:2][C:3]1[CH:8]=[CH:7][CH:6]=[C:5]([N+:9]([O-:11])=[O:10])[CH:4]=1.[F:12][C:13]1[C:18]([F:19])=[CH:17][C:16]([C:20]2[CH:25]=[CH:24][C:23]([OH:26])=[CH:22][CH:21]=2)=[C:15]([O:27][CH3:28])[CH:14]=1.C(=O)([O-])[O-].[K+].[K+].FC1C=C(F)C=CC=1C1C=CC(OCC2C=CC=C([N+]([O-])=O)C=2)=CC=1. The catalyst is CC(C)=O. The product is [F:12][C:13]1[C:18]([F:19])=[CH:17][C:16]([C:20]2[CH:21]=[CH:22][C:23]([O:26][CH2:2][C:3]3[CH:8]=[CH:7][CH:6]=[C:5]([N+:9]([O-:11])=[O:10])[CH:4]=3)=[CH:24][CH:25]=2)=[C:15]([O:27][CH3:28])[CH:14]=1. The yield is 0.380.